This data is from Catalyst prediction with 721,799 reactions and 888 catalyst types from USPTO. The task is: Predict which catalyst facilitates the given reaction. Reactant: [CH:1](=O)[CH3:2].C(O)(=O)C.[NH2:8][CH:9]1[CH2:14][CH2:13][CH2:12][N:11]([C:15](=[O:39])[C@@H:16]([N:18]2[CH2:22][CH2:21][C@H:20]([NH:23][S:24]([C:27]3[CH:36]=[CH:35][C:34]4[C:29](=[CH:30][CH:31]=[C:32]([Cl:37])[CH:33]=4)[CH:28]=3)(=[O:26])=[O:25])[C:19]2=[O:38])[CH3:17])[CH2:10]1.C(O[BH-](OC(=O)C)OC(=O)C)(=O)C.C([N+](CC)(CC)CC)C. Product: [Cl:37][C:32]1[CH:33]=[C:34]2[C:29](=[CH:30][CH:31]=1)[CH:28]=[C:27]([S:24]([NH:23][C@H:20]1[CH2:21][CH2:22][N:18]([C@@H:16]([CH3:17])[C:15]([N:11]3[CH2:12][CH2:13][CH2:14][CH:9]([NH:8][CH2:1][CH3:2])[CH2:10]3)=[O:39])[C:19]1=[O:38])(=[O:26])=[O:25])[CH:36]=[CH:35]2. The catalyst class is: 2.